Predict the reactants needed to synthesize the given product. From a dataset of Full USPTO retrosynthesis dataset with 1.9M reactions from patents (1976-2016). (1) Given the product [O:6]1[C:7]2([CH2:13][CH2:12][CH2:11][CH2:10][CH2:9]2)[CH2:8][C:4]([CH:3]=[O:2])=[N:5]1, predict the reactants needed to synthesize it. The reactants are: C[O:2][CH:3](OC)[C:4]1[CH2:8][C:7]2([CH2:13][CH2:12][CH2:11][CH2:10][CH2:9]2)[O:6][N:5]=1.CC(C)=O. (2) The reactants are: CC(O)=O.[N:5]1[CH:10]=[CH:9][C:8]([C:11]2[N:15]3[N:16]=[C:17]([NH:20][C@H:21]4[CH2:26][CH2:25][C@H:24]([OH:27])[CH2:23][CH2:22]4)[CH:18]=[CH:19][C:14]3=[N:13][CH:12]=2)=[CH:7][CH:6]=1.[CH3:28][N:29]=[C:30]=[O:31]. Given the product [CH3:28][NH:29][C:30](=[O:31])[O:27][C@H:24]1[CH2:23][CH2:22][C@H:21]([NH:20][C:17]2[CH:18]=[CH:19][C:14]3[N:15]([C:11]([C:8]4[CH:9]=[CH:10][N:5]=[CH:6][CH:7]=4)=[CH:12][N:13]=3)[N:16]=2)[CH2:26][CH2:25]1, predict the reactants needed to synthesize it. (3) Given the product [OH:5][C:4]1[CH:3]=[C:2]([CH3:1])[O:11][C:10](=[O:12])[C:9]=1[C:8](=[O:13])[CH:7]=[CH:6][CH:14]([CH3:15])[CH3:16], predict the reactants needed to synthesize it. The reactants are: [CH3:1][C:2]1[O:11][C:10](=[O:12])[C:9]2[C:8](=[O:13])[CH2:7][CH:6]([CH:14]([CH3:16])[CH3:15])[O:5][C:4]=2[CH:3]=1.[F-].[Cs+].CC(O)(C)C.Cl. (4) Given the product [CH3:20][C:19]1[CH:6]=[C:5]([NH:7][C:9](=[O:10])[O:11][C:12]2[CH:17]=[CH:16][CH:15]=[CH:14][CH:13]=2)[S:4][N:18]=1, predict the reactants needed to synthesize it. The reactants are: CN1[CH:6]=[C:5]([NH2:7])[S:4]C1.Cl[C:9]([O:11][C:12]1[CH:17]=[CH:16][CH:15]=[CH:14][CH:13]=1)=[O:10].[N:18]1C=CC=[CH:20][CH:19]=1. (5) Given the product [CH2:33]([C:38]1[CH:39]=[N:40][C:24]([N:21]2[CH2:22][CH2:23][CH:18]([C:15]3[CH:16]=[CH:17][C:12]([CH2:11][O:10][C:9]4[CH:8]=[CH:7][C:6]([N:1]5[CH:5]=[N:4][N:3]=[N:2]5)=[CH:32][CH:31]=4)=[N:13][CH:14]=3)[CH2:19][CH2:20]2)=[N:42][CH:43]=1)[CH2:34][CH2:35][CH2:36][CH3:37], predict the reactants needed to synthesize it. The reactants are: [N:1]1([C:6]2[CH:32]=[CH:31][C:9]([O:10][CH2:11][C:12]3[CH:17]=[CH:16][C:15]([CH:18]4[CH2:23][CH2:22][N:21]([C:24](OC(C)(C)C)=O)[CH2:20][CH2:19]4)=[CH:14][N:13]=3)=[CH:8][CH:7]=2)[CH:5]=[N:4][N:3]=[N:2]1.[CH2:33]([C:38]1[CH:39]=[N:40]C(Br)=[N:42][CH:43]=1)[CH2:34][CH2:35][CH2:36][CH3:37].